This data is from Reaction yield outcomes from USPTO patents with 853,638 reactions. The task is: Predict the reaction yield, written as a fraction of the theoretical maximum amount of product (1.0 means a 100% yield; for example, 0.34 means a 34% yield). (1) The reactants are Cl.[C:2]1([C@@H:8]2[CH2:10][C@H:9]2[NH2:11])[CH:7]=[CH:6][CH:5]=[CH:4][CH:3]=1.[S:12]1[CH2:18][C:16](=[O:17])[NH:15][C:13]1=S.C(N(CC)C(C)C)(C)C. The catalyst is C(#N)C. The product is [C:2]1([C@@H:8]2[CH2:10][C@H:9]2[NH:11][C:13]2[S:12][CH2:18][C:16](=[O:17])[N:15]=2)[CH:7]=[CH:6][CH:5]=[CH:4][CH:3]=1. The yield is 0.420. (2) The reactants are [CH3:1][O:2][C:3]1[CH:28]=[CH:27][C:6]([CH2:7][N:8]2[C:12]3=[N:13][CH:14]=[CH:15][C:16]([O:17][C:18]4[CH:23]=[CH:22][C:21]([NH2:24])=[CH:20][C:19]=4[F:25])=[C:11]3[C:10](I)=[N:9]2)=[CH:5][CH:4]=1.[N:29]1([C:35]([O:37][C:38]([CH3:41])([CH3:40])[CH3:39])=[O:36])[CH2:34][CH2:33][NH:32][CH2:31][CH2:30]1.N1CCC[C@H]1C(O)=O.C([O-])([O-])=O.[K+].[K+]. The catalyst is [Cu]I.CS(C)=O. The product is [NH2:24][C:21]1[CH:22]=[CH:23][C:18]([O:17][C:16]2[CH:15]=[CH:14][N:13]=[C:12]3[N:8]([CH2:7][C:6]4[CH:27]=[CH:28][C:3]([O:2][CH3:1])=[CH:4][CH:5]=4)[N:9]=[C:10]([N:32]4[CH2:31][CH2:30][N:29]([C:35]([O:37][C:38]([CH3:41])([CH3:40])[CH3:39])=[O:36])[CH2:34][CH2:33]4)[C:11]=23)=[C:19]([F:25])[CH:20]=1. The yield is 0.568. (3) The reactants are [N+:1]([C:4]1[CH:5]=[C:6]2[C:10](=[CH:11][CH:12]=1)[NH:9][C:8](=[O:13])/[C:7]/2=[CH:14]\[C:15]1[NH:19][C:18]([CH3:20])=[C:17]([C:21]([OH:23])=O)[C:16]=1[CH3:24])([O-:3])=[O:2].Cl.C(N=C=NCCCN(C)C)C.OC1C2N=NNC=2C=CC=1.C(N(CC)CC)C.[NH2:54][C:55]1[CH:60]=[CH:59][CH:58]=[CH:57][C:56]=1[NH:61][C:62](=[O:73])[C:63]1[CH:68]=[CH:67][C:66]([NH:69][CH2:70][CH2:71][NH2:72])=[N:65][CH:64]=1. The catalyst is [Cl-].[Na+].O.CN(C=O)C. The product is [NH2:54][C:55]1[CH:60]=[CH:59][CH:58]=[CH:57][C:56]=1[NH:61][C:62](=[O:73])[C:63]1[CH:68]=[CH:67][C:66]([NH:69][CH2:70][CH2:71][NH:72][C:21]([C:17]2[C:16]([CH3:24])=[C:15](/[CH:14]=[C:7]3\[C:8](=[O:13])[NH:9][C:10]4[C:6]\3=[CH:5][C:4]([N+:1]([O-:3])=[O:2])=[CH:12][CH:11]=4)[NH:19][C:18]=2[CH3:20])=[O:23])=[N:65][CH:64]=1. The yield is 0.660. (4) The reactants are [N+:1]([C:4]1[C:5](O)=[N:6][C:7]([C:10]2[CH:15]=[CH:14][CH:13]=[CH:12][N:11]=2)=[N:8][CH:9]=1)([O-:3])=[O:2].O=P(Cl)(Cl)[Cl:19]. No catalyst specified. The product is [Cl:19][C:5]1[C:4]([N+:1]([O-:3])=[O:2])=[CH:9][N:8]=[C:7]([C:10]2[CH:15]=[CH:14][CH:13]=[CH:12][N:11]=2)[N:6]=1. The yield is 0.800.